Dataset: Peptide-MHC class II binding affinity with 134,281 pairs from IEDB. Task: Regression. Given a peptide amino acid sequence and an MHC pseudo amino acid sequence, predict their binding affinity value. This is MHC class II binding data. (1) The MHC is DRB1_0405 with pseudo-sequence DRB1_0405. The binding affinity (normalized) is 0.311. The peptide sequence is DPVKLVKMWEDEVKD. (2) The peptide sequence is DVLSQPMLPHTWDGS. The MHC is HLA-DPA10201-DPB10501 with pseudo-sequence HLA-DPA10201-DPB10501. The binding affinity (normalized) is 0.323. (3) The peptide sequence is GELQIVDKIDAAFPI. The MHC is DRB1_0701 with pseudo-sequence DRB1_0701. The binding affinity (normalized) is 0.535. (4) The peptide sequence is PWRYSVNANVSPELK. The binding affinity (normalized) is 0.988. The MHC is DRB1_0401 with pseudo-sequence DRB1_0401. (5) The peptide sequence is PPPPQLGASPYKLGP. The MHC is DRB1_1501 with pseudo-sequence DRB1_1501. The binding affinity (normalized) is 0.243. (6) The peptide sequence is FTVNQTSRLLMRRMR. The MHC is HLA-DQA10501-DQB10302 with pseudo-sequence HLA-DQA10501-DQB10302. The binding affinity (normalized) is 0.365. (7) The peptide sequence is NVTSIHSLLDEGKQS. The MHC is DRB3_0101 with pseudo-sequence DRB3_0101. The binding affinity (normalized) is 0.413. (8) The peptide sequence is NIRQAGVQY. The MHC is DRB1_0301 with pseudo-sequence DRB1_0301. The binding affinity (normalized) is 0. (9) The peptide sequence is KPPFSGMTGCGNTPI. The MHC is HLA-DPA10103-DPB10301 with pseudo-sequence HLA-DPA10103-DPB10301. The binding affinity (normalized) is 0.